The task is: Binary Classification. Given a miRNA mature sequence and a target amino acid sequence, predict their likelihood of interaction.. This data is from Experimentally validated miRNA-target interactions with 360,000+ pairs, plus equal number of negative samples. (1) The miRNA is hsa-miR-935 with sequence CCAGUUACCGCUUCCGCUACCGC. The protein sequence of the target gene is MRPDSPTMAAPAESLRRRKTGYSDPEPESPPAPGRGPAGSPAHLHTGTFWLTRIVLLKALAFVYFVAFLVAFHQNKQLIGDRGLLPCRVFLKNFQQYFQDRTSWEVFSYMPTILWLMDWSDMNSNLDLLALLGLGISSFVLITGCANMLLMAALWGLYMSLVNVGHVWYSFGWESQLLETGFLGIFLCPLWTLSRLPQHTPTSRIVLWGFRWLIFRIMLGAGLIKIRGDRCWRDLTCMDFHYETQPMPNPVAYYLHHSPWWFHRFETLSNHFIELLVPFFLFLGRRACIIHGVLQILFQA.... Result: 1 (interaction). (2) The miRNA is hsa-miR-3142 with sequence AAGGCCUUUCUGAACCUUCAGA. The protein sequence of the target gene is MQPGEGYHYDSGPNNAVHPHQLPAGSRLNQYLANNNRQGPSFGPGTPINVNAPVFVPKHQQPQPAQVAAPPPMVNQFAQLSIHDVPHQMIPFGQINGPPTFGPGQHMNHRASHHHQSPQMAQQPPTLQQSAYDRYQLENRGGTTYFYTEPTEAGPDDEQYTEAEAPDGSILVNTPGAFGYNAPLPISHMARFRGKANANLQTQFISPEIRMELINRQLAYDTKADSAIIGDIPHSVEHFSNLVPLEIAGIQSQTTYKAFSCRDGNYYCLRRIHGNRIQHPGKQTHLVEQWKKLVHGNVVP.... Result: 0 (no interaction). (3) The miRNA is hsa-miR-4801 with sequence UACACAAGAAAACCAAGGCUCA. The protein sequence of the target gene is MAGLSGAQIPDGEFTALVYRLIRDARYAEAVQLLGRELQRSPRSRAGLSLLGYCYYRLQEFALAAECYEQLGQLHPELEQYRLYQAQALYKACLYPEATRVAFLLLDNPAYHSRVLRLQAAIKYSEGDLPGSRSLVEQLLSGEGGEESGGDNETDGQVNLGCLLYKEGQYEAACSKFSATLQASGYQPDLSYNLALAYYSSRQYASALKHIAEIIERGIRQHPELGVGMTTEGFDVRSVGNTLVLHQTALVEAFNLKAAIEYQLRNYEVAQETLTDMPPRAEEELDPVTLHNQALMNMDA.... Result: 0 (no interaction).